From a dataset of Full USPTO retrosynthesis dataset with 1.9M reactions from patents (1976-2016). Predict the reactants needed to synthesize the given product. Given the product [O:1]=[C:2]1[N:8]([CH:9]2[CH2:14][CH2:13][N:12]([C:15]([O:17][C@H:18]([CH2:19][C:20]3[CH:25]=[C:24]([Br:26])[CH:23]=[C:22]([Br:27])[CH:21]=3)[C:28]([N:81]3[CH2:82][CH2:83][CH:78]([N:77]([CH3:84])[CH3:76])[CH2:79][CH2:80]3)=[O:29])=[O:16])[CH2:11][CH2:10]2)[CH2:7][CH2:6][C:5]2[CH:31]=[CH:32][CH:33]=[CH:34][C:4]=2[NH:3]1, predict the reactants needed to synthesize it. The reactants are: [O:1]=[C:2]1[N:8]([CH:9]2[CH2:14][CH2:13][N:12]([C:15]([O:17][C@@H:18]([C:28](O)=[O:29])[CH2:19][C:20]3[CH:25]=[C:24]([Br:26])[CH:23]=[C:22]([Br:27])[CH:21]=3)=[O:16])[CH2:11][CH2:10]2)[CH2:7][CH2:6][C:5]2[CH:31]=[CH:32][CH:33]=[CH:34][C:4]=2[NH:3]1.CN(C(ON1N=NC2C=CC=CC1=2)=[N+](C)C)C.[B-](F)(F)(F)F.C(N(C(C)C)C(C)C)C.C1C=CC2N(O)N=NC=2C=1.[CH3:76][N:77]([CH3:84])[CH:78]1[CH2:83][CH2:82][NH:81][CH2:80][CH2:79]1.